This data is from Peptide-MHC class I binding affinity with 185,985 pairs from IEDB/IMGT. The task is: Regression. Given a peptide amino acid sequence and an MHC pseudo amino acid sequence, predict their binding affinity value. This is MHC class I binding data. (1) The peptide sequence is EPRVQLVPL. The MHC is HLA-A30:01 with pseudo-sequence HLA-A30:01. The binding affinity (normalized) is 0.213. (2) The peptide sequence is SKYAGINIL. The MHC is HLA-B08:01 with pseudo-sequence HLA-B08:01. The binding affinity (normalized) is 0.103. (3) The peptide sequence is LTSCGSSPV. The binding affinity (normalized) is 0.434. The MHC is Mamu-A01 with pseudo-sequence Mamu-A01. (4) The peptide sequence is AIAKAAAAV. The MHC is HLA-A68:02 with pseudo-sequence HLA-A68:02. The binding affinity (normalized) is 0.417. (5) The peptide sequence is VLFLQMMNV. The MHC is HLA-A02:03 with pseudo-sequence HLA-A02:03. The binding affinity (normalized) is 0.908. (6) The peptide sequence is FTYTGGYDV. The MHC is HLA-A02:01 with pseudo-sequence HLA-A02:01. The binding affinity (normalized) is 0.366. (7) The peptide sequence is SYSLFDMSKF. The MHC is Patr-A0901 with pseudo-sequence Patr-A0901. The binding affinity (normalized) is 0.101. (8) The peptide sequence is SPRPEMQEF. The MHC is HLA-B07:02 with pseudo-sequence HLA-B07:02. The binding affinity (normalized) is 0.687.